Dataset: Catalyst prediction with 721,799 reactions and 888 catalyst types from USPTO. Task: Predict which catalyst facilitates the given reaction. (1) Reactant: C[O:2][C:3]1[CH:13]=[CH:12][CH:11]=[C:10]([O:14]C)[C:4]=1[C:5]([N:7]([CH3:9])[CH3:8])=[O:6].B(Br)(Br)Br. Product: [OH:2][C:3]1[CH:13]=[CH:12][CH:11]=[C:10]([OH:14])[C:4]=1[C:5]([N:7]([CH3:9])[CH3:8])=[O:6]. The catalyst class is: 96. (2) Reactant: [C:1](Cl)(=[O:8])[C:2]1[CH:7]=[CH:6][CH:5]=[CH:4][CH:3]=1.[Cl:10][C:11]1[CH:12]=[CH:13][C:14]([O:33][CH2:34][C:35]2[CH:40]=[CH:39][CH:38]=[CH:37][CH:36]=2)=[C:15]([C:17]2[N:18]([C:23]3[CH:24]=[C:25]([S:29]([NH2:32])(=[O:31])=[O:30])[CH:26]=[CH:27][CH:28]=3)[C:19]([CH3:22])=[CH:20][CH:21]=2)[CH:16]=1.[CH2:41](N(CC)CC)C. Product: [Cl:10][C:11]1[CH:12]=[CH:13][C:14]([O:33][CH2:34][C:35]2[CH:36]=[CH:37][CH:38]=[CH:39][CH:40]=2)=[C:15]([C:17]2[N:18]([C:23]3[CH:24]=[C:25]([S:29]([NH:32][C:1]([C:2]4[CH:7]=[CH:6][CH:5]=[CH:4][CH:3]=4)=[O:8])(=[O:31])=[O:30])[CH:26]=[CH:27][CH:28]=3)[C:19]([CH2:22][CH3:41])=[CH:20][CH:21]=2)[CH:16]=1. The catalyst class is: 166. (3) Reactant: [CH2:1]([O:3][C:4]([C:6]1[S:10][C:9]([N:11]2[C:15]3[CH:16]=[C:17]([CH2:20][CH2:21][CH2:22][CH2:23][OH:24])[CH:18]=[CH:19][C:14]=3[N:13]=[CH:12]2)=[N:8][C:7]=1[C:25]1[CH:30]=[CH:29][CH:28]=[C:27]([Cl:31])[CH:26]=1)=[O:5])[CH3:2].C(N(C(C)C)C(C)C)C.[CH3:41][S:42](Cl)(=[O:44])=[O:43]. Product: [CH2:1]([O:3][C:4]([C:6]1[S:10][C:9]([N:11]2[C:15]3[CH:16]=[C:17]([CH2:20][CH2:21][CH2:22][CH2:23][O:24][S:42]([CH3:41])(=[O:44])=[O:43])[CH:18]=[CH:19][C:14]=3[N:13]=[CH:12]2)=[N:8][C:7]=1[C:25]1[CH:30]=[CH:29][CH:28]=[C:27]([Cl:31])[CH:26]=1)=[O:5])[CH3:2]. The catalyst class is: 4. (4) Reactant: [CH3:1][C:2]1[N:3]([CH2:29][C:30]([O:32][CH2:33][CH3:34])=[O:31])[C:4]([C:23]2[CH:28]=[CH:27][CH:26]=[CH:25][CH:24]=2)=[CH:5][C:6]=1[CH2:7][C:8]1[CH:13]=[CH:12][CH:11]=[CH:10][C:9]=1[S:14]([N:17]1[CH2:22][CH2:21][O:20][CH2:19][CH2:18]1)(=[O:16])=[O:15].[C:35](O)([C:37]([F:40])([F:39])[F:38])=[O:36]. Product: [CH3:1][C:2]1[N:3]([CH2:29][C:30]([O:32][CH2:33][CH3:34])=[O:31])[C:4]([C:23]2[CH:24]=[CH:25][CH:26]=[CH:27][CH:28]=2)=[C:5]([C:35](=[O:36])[C:37]([F:40])([F:39])[F:38])[C:6]=1[CH2:7][C:8]1[CH:13]=[CH:12][CH:11]=[CH:10][C:9]=1[S:14]([N:17]1[CH2:18][CH2:19][O:20][CH2:21][CH2:22]1)(=[O:16])=[O:15]. The catalyst class is: 64. (5) Reactant: [H-].[Na+].[CH2:3]([O:5][C:6](=[O:16])[CH2:7]P(OCC)(OCC)=O)[CH3:4].[F:17][C:18]([F:23])([F:22])[CH2:19][CH:20]=O. Product: [F:17][C:18]([F:23])([F:22])[CH2:19]/[CH:20]=[CH:7]/[C:6]([O:5][CH2:3][CH3:4])=[O:16]. The catalyst class is: 1.